From a dataset of Catalyst prediction with 721,799 reactions and 888 catalyst types from USPTO. Predict which catalyst facilitates the given reaction. (1) Product: [ClH:30].[CH3:1][O:2][CH2:3]/[CH:4]=[CH:5]/[C:6]1[C:16]2[O:15][CH2:14][CH2:13][NH:12][CH2:11][C:10]=2[CH:9]=[CH:8][CH:7]=1. The catalyst class is: 13. Reactant: [CH3:1][O:2][CH2:3]/[CH:4]=[CH:5]/[C:6]1[C:16]2[O:15][CH2:14][CH2:13][N:12](C(OC(C)(C)C)=O)[CH2:11][C:10]=2[CH:9]=[CH:8][CH:7]=1.C(OCC)(=O)C.[ClH:30]. (2) Reactant: S(O)(O)(=O)=O.[CH2:6]1[C:15]2[C:10](=[C:11]([NH:16][S:17]([CH3:20])(=[O:19])=[O:18])[CH:12]=[CH:13][CH:14]=2)[CH2:9][CH2:8][NH:7]1.[CH2:21]1C2C(=C(NS(C)(=O)=O)C=CC=2)CC[NH:22]1.S(=O)(=O)(O)O.Cl.C(N(CC)C(C)C)(C)C.N#CBr. Product: [C:21]([N:7]1[CH2:8][CH2:9][C:10]2[C:15](=[CH:14][CH:13]=[CH:12][C:11]=2[NH:16][S:17]([CH3:20])(=[O:19])=[O:18])[CH2:6]1)#[N:22]. The catalyst class is: 47. (3) Reactant: [NH:1]([CH2:5][CH2:6][OH:7])[CH2:2][CH2:3][OH:4].Cl[C:9]1[C:18]2[C:13](=[CH:14][CH:15]=[CH:16][CH:17]=2)[N:12]=[C:11]([C:19]([F:22])([F:21])[F:20])[CH:10]=1. Product: [OH:4][CH2:3][CH2:2][N:1]([C:10]1[C:11]([C:19]([F:21])([F:20])[F:22])=[N:12][C:13]2[C:18]([CH:9]=1)=[CH:17][CH:16]=[CH:15][CH:14]=2)[CH2:5][CH2:6][OH:7]. The catalyst class is: 170. (4) Reactant: C[O:2][C:3](=[O:25])[C:4]([C:7]1[N:8]=[C:9]([NH:21][CH:22]([CH3:24])[CH3:23])[C:10]2[N:11]([C:13](=[O:20])[N:14]([C:16]([CH3:19])([CH3:18])[CH3:17])[N:15]=2)[CH:12]=1)([CH3:6])[CH3:5]. Product: [C:16]([N:14]1[C:13](=[O:20])[N:11]2[CH:12]=[C:7]([C:4]([CH3:6])([CH3:5])[C:3]([OH:25])=[O:2])[N:8]=[C:9]([NH:21][CH:22]([CH3:23])[CH3:24])[C:10]2=[N:15]1)([CH3:18])([CH3:19])[CH3:17]. The catalyst class is: 758. (5) Reactant: [NH:1]1[C:5]2[CH:6]=[CH:7][CH:8]=[CH:9][C:4]=2[N:3]=[C:2]1[O:10][C:11]1[CH:16]=[CH:15][C:14]([CH2:17][CH2:18]N(CC2CC2)CCC)=[CH:13][CH:12]=1.C1([CH2:30][N:31]([CH2:58][CH2:59][CH3:60])[CH2:32][CH2:33][C:34]2C=CC(OC3N(COCC[Si](C)(C)C)C4C=CC=CC=4N=3)=CC=2)CC1.CCCC[N+](CCCC)(CCCC)CCCC.[F-]. Product: [NH:3]1[C:4]2[CH:9]=[CH:8][CH:7]=[CH:6][C:5]=2[N:1]=[C:2]1[O:10][C:11]1[CH:12]=[CH:13][C:14]([CH2:17][CH2:18][CH:58]([N:31]([CH:32]2[CH2:33][CH2:34]2)[CH3:30])[CH2:59][CH3:60])=[CH:15][CH:16]=1. The catalyst class is: 1. (6) Reactant: [CH2:1]([O:8][C:9]1[CH:14]=[CH:13][NH:12][C:11](=[O:15])[CH:10]=1)[C:2]1[CH:7]=[CH:6][CH:5]=[CH:4][CH:3]=1.[Si:16]([O:23][C:24]1[CH:29]=[CH:28][C:27](OB(O)O)=[CH:26][CH:25]=1)([C:19]([CH3:22])([CH3:21])[CH3:20])([CH3:18])[CH3:17].N1C=CC=CC=1.ClCCl. Product: [CH2:1]([O:8][C:9]1[CH:14]=[CH:13][N:12]([C:27]2[CH:28]=[CH:29][C:24]([O:23][Si:16]([C:19]([CH3:22])([CH3:21])[CH3:20])([CH3:17])[CH3:18])=[CH:25][CH:26]=2)[C:11](=[O:15])[CH:10]=1)[C:2]1[CH:3]=[CH:4][CH:5]=[CH:6][CH:7]=1. The catalyst class is: 408. (7) Reactant: [BH4-].[Li+].C([O:5][C:6]([C@H:8]1[CH2:13][CH2:12][CH2:11][C:10](=[O:14])[N:9]1[CH2:15][CH2:16][S:17][CH2:18][CH2:19][CH2:20][C:21]([O:23][CH3:24])=[O:22])=O)C. Product: [CH3:24][O:23][C:21](=[O:22])[CH2:20][CH2:19][CH2:18][S:17][CH2:16][CH2:15][N:9]1[C:10](=[O:14])[CH2:11][CH2:12][CH2:13][C@@H:8]1[CH2:6][OH:5]. The catalyst class is: 2. (8) The catalyst class is: 237. Product: [Br:23][C:24]1[CH:29]=[CH:28][C:27]([O:20][CH2:19][C:18]([F:22])([F:21])[F:17])=[CH:26][C:25]=1[C:31]([F:32])([F:33])[F:34]. Reactant: CC(C)([O-])C.[Na+].C1COCC1.CN(C=O)C.[F:17][C:18]([F:22])([F:21])[CH2:19][OH:20].[Br:23][C:24]1[CH:29]=[CH:28][C:27](F)=[CH:26][C:25]=1[C:31]([F:34])([F:33])[F:32].